This data is from Reaction yield outcomes from USPTO patents with 853,638 reactions. The task is: Predict the reaction yield, written as a fraction of the theoretical maximum amount of product (1.0 means a 100% yield; for example, 0.34 means a 34% yield). The reactants are CCCCCCCCCC[CH2:11][CH2:12][O:13]S([O-])(=O)=O.[Na+].[OH:19][CH2:20][CH:21](CO)O.C(S)[C@@H](O)[C@H](O)CS.C1C=CC2S(=O)(=O)OC(C3C=C(Br)C(O)=C(Br)C=3)(C3C=C(Br)C(O)=C(Br)C=3)C=2C=1.[CH2:62]([OH:69])[C:63]([NH2:68])([CH2:66][OH:67])[CH2:64][OH:65]. No catalyst specified. The product is [CH2:21]([N:68]([C:63]([CH2:66][OH:67])([CH2:64][OH:65])[CH2:62][OH:69])[CH2:11][CH2:12][OH:13])[CH2:20][OH:19]. The yield is 0.100.